From a dataset of NCI-60 drug combinations with 297,098 pairs across 59 cell lines. Regression. Given two drug SMILES strings and cell line genomic features, predict the synergy score measuring deviation from expected non-interaction effect. Drug 1: CN(C)N=NC1=C(NC=N1)C(=O)N. Drug 2: C1=NC2=C(N1)C(=S)N=CN2. Cell line: A498. Synergy scores: CSS=1.92, Synergy_ZIP=-1.68, Synergy_Bliss=-1.58, Synergy_Loewe=-4.31, Synergy_HSA=-2.48.